Dataset: Catalyst prediction with 721,799 reactions and 888 catalyst types from USPTO. Task: Predict which catalyst facilitates the given reaction. (1) Reactant: N(C(OC(C)C)=O)=NC(OC(C)C)=O.[CH3:15][C:16]1[N:21]2[N:22]=[N:23][N:24]=[C:20]2[C:19]2[N:25]=[C:26]([CH2:32][CH2:33][CH3:34])[N:27]([CH2:28][CH2:29][CH2:30][OH:31])[C:18]=2[C:17]=1[CH3:35].C1(P(C2C=CC=CC=2)C2C=CC=CC=2)C=CC=CC=1.O[N:56]1[C:60](=[O:61])[C:59]2=[CH:62][CH:63]=[CH:64][CH:65]=[C:58]2[C:57]1=[O:66]. Product: [CH3:15][C:16]1[N:21]2[N:22]=[N:23][N:24]=[C:20]2[C:19]2[N:25]=[C:26]([CH2:32][CH2:33][CH3:34])[N:27]([CH2:28][CH2:29][CH2:30][O:31][N:56]3[C:60](=[O:61])[C:59]4[C:58](=[CH:65][CH:64]=[CH:63][CH:62]=4)[C:57]3=[O:66])[C:18]=2[C:17]=1[CH3:35]. The catalyst class is: 3. (2) Reactant: [Cl:1][C:2]1[CH:7]=[CH:6][CH:5]=[C:4]([Cl:8])[C:3]=1[C:9]1[NH:10][C:11]2[CH:17]=[C:16]([C:18]([NH:20][NH2:21])=[O:19])[CH:15]=[CH:14][C:12]=2[N:13]=1.[Cl:22][C:23]1[CH:24]=[C:25]([N:29]=[C:30]=S)[CH:26]=[CH:27][CH:28]=1.CCN=C=NCCCN(C)C.CCOC(C)=O. Product: [Cl:22][C:23]1[CH:24]=[C:25]([NH:29][C:30]2[O:19][C:18]([C:16]3[CH:15]=[CH:14][C:12]4[N:13]=[C:9]([C:3]5[C:4]([Cl:8])=[CH:5][CH:6]=[CH:7][C:2]=5[Cl:1])[NH:10][C:11]=4[CH:17]=3)=[N:20][N:21]=2)[CH:26]=[CH:27][CH:28]=1. The catalyst class is: 3. (3) Reactant: [Si:1]([O:8][CH2:9][C@H:10]1[CH2:19][C:18]2[C:13](=[CH:14][CH:15]=[CH:16][C:17]=2[CH2:20][C:21](=[O:23])[CH3:22])[C@H:12]([CH3:24])[NH:11]1)([C:4]([CH3:7])([CH3:6])[CH3:5])([CH3:3])[CH3:2].C(N(C(C)C)CC)(C)C.[Cl:34][C:35]1[C:40]([CH2:41][C:42](O)=[O:43])=[C:39]([F:45])[C:38]([O:46][CH3:47])=[CH:37][CH:36]=1.F[P-](F)(F)(F)(F)F.N1(OC(N(C)C)=[N+](C)C)C2N=CC=CC=2N=N1. Product: [Si:1]([O:8][CH2:9][C@H:10]1[CH2:19][C:18]2[C:13](=[CH:14][CH:15]=[CH:16][C:17]=2[CH2:20][C:21](=[O:23])[CH3:22])[C@H:12]([CH3:24])[N:11]1[C:42](=[O:43])[CH2:41][C:40]1[C:35]([Cl:34])=[CH:36][CH:37]=[C:38]([O:46][CH3:47])[C:39]=1[F:45])([C:4]([CH3:7])([CH3:6])[CH3:5])([CH3:3])[CH3:2]. The catalyst class is: 4. (4) Reactant: Cl[C:2]1[N:7]=[CH:6][N:5]=[C:4]2[N:8]([C:11]3[CH:16]=[CH:15][N:14]=[CH:13][CH:12]=3)[N:9]=[CH:10][C:3]=12.[NH2:17][NH2:18]. Product: [NH:17]([C:2]1[N:7]=[CH:6][N:5]=[C:4]2[N:8]([C:11]3[CH:16]=[CH:15][N:14]=[CH:13][CH:12]=3)[N:9]=[CH:10][C:3]=12)[NH2:18]. The catalyst class is: 8. (5) Reactant: [Br:1][C:2]1[CH:3]=[C:4]([N:13]([CH2:20][CH:21]([F:23])[F:22])[CH:14]2[CH2:19][CH2:18][O:17][CH2:16][CH2:15]2)[C:5]([CH3:12])=[C:6]([CH:11]=1)[C:7]([O:9]C)=[O:8].[OH-].[Na+]. Product: [Br:1][C:2]1[CH:3]=[C:4]([N:13]([CH2:20][CH:21]([F:23])[F:22])[CH:14]2[CH2:19][CH2:18][O:17][CH2:16][CH2:15]2)[C:5]([CH3:12])=[C:6]([CH:11]=1)[C:7]([OH:9])=[O:8]. The catalyst class is: 36. (6) Reactant: F[C:2]1[CH:18]=[C:17]([N+:19]([O-:21])=[O:20])[CH:16]=[CH:15][C:3]=1[N:4]([CH2:10][C:11]([F:14])([F:13])[F:12])[C@H:5]([CH2:8][CH3:9])[CH2:6][OH:7].[H-].[Na+]. Product: [CH2:8]([C@H:5]1[N:4]([CH2:10][C:11]([F:14])([F:13])[F:12])[C:3]2[CH:15]=[CH:16][C:17]([N+:19]([O-:21])=[O:20])=[CH:18][C:2]=2[O:7][CH2:6]1)[CH3:9]. The catalyst class is: 1. (7) Reactant: [C:1]([C:5]1[CH:6]=[C:7]([C:15]2[S:19][C:18]([C:20]([NH:22][C@H:23]3[CH2:26][C@H:25]([C:27]([O:29]C)=[O:28])[CH2:24]3)=[O:21])=[N:17][C:16]=2[CH2:31][CH:32]2[CH2:37][CH2:36][CH2:35][CH2:34][CH2:33]2)[CH:8]=[C:9]([C:11]([OH:14])([CH3:13])[CH3:12])[CH:10]=1)([CH3:4])([CH3:3])[CH3:2].O[Li].O.Cl. Product: [C:1]([C:5]1[CH:6]=[C:7]([C:15]2[S:19][C:18]([C:20]([NH:22][C@H:23]3[CH2:24][C@H:25]([C:27]([OH:29])=[O:28])[CH2:26]3)=[O:21])=[N:17][C:16]=2[CH2:31][CH:32]2[CH2:33][CH2:34][CH2:35][CH2:36][CH2:37]2)[CH:8]=[C:9]([C:11]([OH:14])([CH3:13])[CH3:12])[CH:10]=1)([CH3:2])([CH3:3])[CH3:4]. The catalyst class is: 20. (8) Reactant: CS(C)=O.C(Cl)(C(Cl)=O)=O.[C:11]([O:15][C:16]([N:18]1[CH2:23][CH2:22][N:21]([CH:24]([C:27]2[CH:32]=[CH:31][CH:30]=[CH:29][CH:28]=2)[CH2:25][OH:26])[CH2:20][CH2:19]1)=[O:17])([CH3:14])([CH3:13])[CH3:12]. Product: [C:11]([O:15][C:16]([N:18]1[CH2:19][CH2:20][N:21]([CH:24]([C:27]2[CH:28]=[CH:29][CH:30]=[CH:31][CH:32]=2)[CH:25]=[O:26])[CH2:22][CH2:23]1)=[O:17])([CH3:14])([CH3:12])[CH3:13]. The catalyst class is: 2. (9) Reactant: [CH3:1][C:2]1[N:3]=[CH:4][O:5][C:6]=1[CH2:7][N:8]1[C:13]2[CH:14]=[C:15]([C:17]3[CH:22]=[CH:21][CH:20]=[CH:19][CH:18]=3)[S:16][C:12]=2[C:11](=[O:23])[N:10]([CH:24]2[CH2:29][CH2:28][N:27](C(OC(C)(C)C)=O)[CH2:26][CH2:25]2)[C:9]1=[O:37].[ClH:38]. Product: [ClH:38].[CH3:1][C:2]1[N:3]=[CH:4][O:5][C:6]=1[CH2:7][N:8]1[C:13]2[CH:14]=[C:15]([C:17]3[CH:18]=[CH:19][CH:20]=[CH:21][CH:22]=3)[S:16][C:12]=2[C:11](=[O:23])[N:10]([CH:24]2[CH2:29][CH2:28][NH:27][CH2:26][CH2:25]2)[C:9]1=[O:37]. The catalyst class is: 12. (10) Product: [O:1]1[CH:5]=[CH:4][C:3]([C:6]([NH:15][NH2:16])=[O:8])=[CH:2]1. The catalyst class is: 5. Reactant: [O:1]1[CH:5]=[CH:4][C:3]([C:6]([OH:8])=O)=[CH:2]1.S(=O)(=O)(O)O.O.[NH2:15][NH2:16].